From a dataset of Reaction yield outcomes from USPTO patents with 853,638 reactions. Predict the reaction yield, written as a fraction of the theoretical maximum amount of product (1.0 means a 100% yield; for example, 0.34 means a 34% yield). (1) The reactants are [CH:1]([C:4]1[N:5]=[C:6]([C:9]2[CH:18]=[C:17]([O:19][CH2:20][CH2:21][C@@H:22]3[NH:36][C:35](=[O:37])[N:34]([CH3:38])[CH2:33][CH2:32][CH2:31][CH2:30][CH:29]=[CH:28][C@H:27]4[C@@:25]([C:39]([OH:41])=O)([CH2:26]4)[NH:24][C:23]3=[O:42])[C:16]3[C:11](=[C:12]([Cl:45])[C:13]([O:43][CH3:44])=[CH:14][CH:15]=3)[N:10]=2)[S:7][CH:8]=1)([CH3:3])[CH3:2].[N:46]1([S:52]([NH2:55])(=[O:54])=[O:53])[CH2:51][CH2:50][O:49][CH2:48][CH2:47]1. No catalyst specified. The product is [Cl:45][C:12]1[C:13]([O:43][CH3:44])=[CH:14][CH:15]=[C:16]2[C:11]=1[N:10]=[C:9]([C:6]1[S:7][CH:8]=[C:4]([CH:1]([CH3:3])[CH3:2])[N:5]=1)[CH:18]=[C:17]2[O:19][CH2:20][CH2:21][C@@H:22]1[NH:36][C:35](=[O:37])[N:34]([CH3:38])[CH2:33][CH2:32][CH2:31][CH2:30][CH:29]=[CH:28][C@H:27]2[C@@:25]([C:39]([NH:55][S:52]([N:46]3[CH2:51][CH2:50][O:49][CH2:48][CH2:47]3)(=[O:54])=[O:53])=[O:41])([CH2:26]2)[NH:24][C:23]1=[O:42]. The yield is 0.280. (2) The reactants are Br[C:2]1[CH:3]=[C:4]([C:8]2([C:19]3[CH:24]=[CH:23][N:22]=[C:21]([O:25][CH3:26])[CH:20]=3)[C:16]3[C:11](=[C:12]([F:17])[CH:13]=[CH:14][CH:15]=3)[C:10]([NH2:18])=[N:9]2)[CH:5]=[CH:6][CH:7]=1.C[Sn](C)(C)[C:29]1[CH:30]=[C:31]([CH:34]=[CH:35][N:36]=1)[C:32]#[N:33]. The catalyst is C1C=CC([P]([Pd]([P](C2C=CC=CC=2)(C2C=CC=CC=2)C2C=CC=CC=2)([P](C2C=CC=CC=2)(C2C=CC=CC=2)C2C=CC=CC=2)[P](C2C=CC=CC=2)(C2C=CC=CC=2)C2C=CC=CC=2)(C2C=CC=CC=2)C2C=CC=CC=2)=CC=1.CN(C=O)C. The product is [NH2:18][C:10]1[C:11]2[C:16](=[CH:15][CH:14]=[CH:13][C:12]=2[F:17])[C:8]([C:4]2[CH:3]=[C:2]([C:29]3[CH:30]=[C:31]([CH:34]=[CH:35][N:36]=3)[C:32]#[N:33])[CH:7]=[CH:6][CH:5]=2)([C:19]2[CH:24]=[CH:23][N:22]=[C:21]([O:25][CH3:26])[CH:20]=2)[N:9]=1. The yield is 0.0900. (3) The reactants are Br[C:2]1[CH:10]=[CH:9][CH:8]=[C:7]2[C:3]=1[CH:4]=[C:5]([C:11]([OH:13])=O)[NH:6]2.Cl.Cl.Cl.[N:17]1([CH2:24][CH2:25][N:26]2[CH2:31][CH2:30][CH:29]([NH2:32])[CH2:28][CH2:27]2)[CH2:23][CH2:22][CH2:21][CH2:20][CH2:19][CH2:18]1.CCN(C(C)C)C(C)C.CN(C(ON1N=N[C:52]2[CH:53]=[CH:54][CH:55]=[CH:56][C:51]1=2)=[N+](C)C)C.[B-](F)(F)(F)F. The catalyst is CN(C=O)C. The product is [N:17]1([CH2:24][CH2:25][N:26]2[CH2:27][CH2:28][CH:29]([NH:32][C:11]([C:5]3[NH:6][C:7]4[C:3]([CH:4]=3)=[C:2]([C:51]3[CH:56]=[CH:55][CH:54]=[CH:53][CH:52]=3)[CH:10]=[CH:9][CH:8]=4)=[O:13])[CH2:30][CH2:31]2)[CH2:23][CH2:22][CH2:21][CH2:20][CH2:19][CH2:18]1. The yield is 0.930.